Dataset: Peptide-MHC class II binding affinity with 134,281 pairs from IEDB. Task: Regression. Given a peptide amino acid sequence and an MHC pseudo amino acid sequence, predict their binding affinity value. This is MHC class II binding data. (1) The peptide sequence is IGECHMSESYIDR. The MHC is DRB5_0101 with pseudo-sequence DRB5_0101. The binding affinity (normalized) is 0.0901. (2) The peptide sequence is DVKFLGGGQIVGGVY. The MHC is HLA-DQA10501-DQB10301 with pseudo-sequence HLA-DQA10501-DQB10301. The binding affinity (normalized) is 0.763. (3) The peptide sequence is SVKEDLVAYGGSWKL. The MHC is HLA-DQA10201-DQB10301 with pseudo-sequence HLA-DQA10201-DQB10301. The binding affinity (normalized) is 0. (4) The peptide sequence is WTGALVTPCAAEEQK. The MHC is DRB1_0701 with pseudo-sequence DRB1_0701. The binding affinity (normalized) is 0.